Dataset: Reaction yield outcomes from USPTO patents with 853,638 reactions. Task: Predict the reaction yield, written as a fraction of the theoretical maximum amount of product (1.0 means a 100% yield; for example, 0.34 means a 34% yield). The reactants are [O:1]1[CH2:6][CH2:5][O:4][CH2:3][CH:2]1[C:7]([OH:9])=[O:8].[C:10](=O)([O-])[O-].[K+].[K+].IC.O. The catalyst is CN(C)C=O.[Cl-].[Na+].O. The product is [CH3:10][O:8][C:7]([CH:2]1[CH2:3][O:4][CH2:5][CH2:6][O:1]1)=[O:9]. The yield is 0.950.